Dataset: NCI-60 drug combinations with 297,098 pairs across 59 cell lines. Task: Regression. Given two drug SMILES strings and cell line genomic features, predict the synergy score measuring deviation from expected non-interaction effect. (1) Drug 1: CC1=CC2C(CCC3(C2CCC3(C(=O)C)OC(=O)C)C)C4(C1=CC(=O)CC4)C. Drug 2: C1CC(=O)NC(=O)C1N2C(=O)C3=CC=CC=C3C2=O. Cell line: NCI-H322M. Synergy scores: CSS=-4.60, Synergy_ZIP=2.18, Synergy_Bliss=-0.442, Synergy_Loewe=-4.29, Synergy_HSA=-4.76. (2) Drug 1: CS(=O)(=O)C1=CC(=C(C=C1)C(=O)NC2=CC(=C(C=C2)Cl)C3=CC=CC=N3)Cl. Drug 2: CCN(CC)CCCC(C)NC1=C2C=C(C=CC2=NC3=C1C=CC(=C3)Cl)OC. Cell line: KM12. Synergy scores: CSS=38.1, Synergy_ZIP=-3.09, Synergy_Bliss=1.14, Synergy_Loewe=2.17, Synergy_HSA=4.81. (3) Drug 1: CCN(CC)CCNC(=O)C1=C(NC(=C1C)C=C2C3=C(C=CC(=C3)F)NC2=O)C. Drug 2: CC1C(C(CC(O1)OC2CC(OC(C2O)C)OC3=CC4=CC5=C(C(=O)C(C(C5)C(C(=O)C(C(C)O)O)OC)OC6CC(C(C(O6)C)O)OC7CC(C(C(O7)C)O)OC8CC(C(C(O8)C)O)(C)O)C(=C4C(=C3C)O)O)O)O. Cell line: UO-31. Synergy scores: CSS=25.1, Synergy_ZIP=0.359, Synergy_Bliss=-0.641, Synergy_Loewe=-26.3, Synergy_HSA=-1.36. (4) Drug 1: CN1CCC(CC1)COC2=C(C=C3C(=C2)N=CN=C3NC4=C(C=C(C=C4)Br)F)OC. Drug 2: COC1=C(C=C2C(=C1)N=CN=C2NC3=CC(=C(C=C3)F)Cl)OCCCN4CCOCC4. Cell line: LOX IMVI. Synergy scores: CSS=17.3, Synergy_ZIP=-5.57, Synergy_Bliss=0.841, Synergy_Loewe=-4.65, Synergy_HSA=3.04.